From a dataset of Experimentally validated miRNA-target interactions with 360,000+ pairs, plus equal number of negative samples. Binary Classification. Given a miRNA mature sequence and a target amino acid sequence, predict their likelihood of interaction. (1) The miRNA is mmu-miR-712-5p with sequence CUCCUUCACCCGGGCGGUACC. The protein sequence of the target gene is MADLSFIEDAVAFPEKEEDEEEEEEEGVEWGYEEGVEWGLVFPDANGEYQSPINLNSREARYDPSLLDVRLSPNYVVCRDCEVTNDGHTIQVILKSKSVLSGGPLPQGQEFELYEVRFHWGRENQRGSEHTVNFKAFPMELHLIHWNSTLFGSIDEAVGKPHGIAIIALFVQIGKEHVGLKAVTEILQDIQYKGKSKTIPCFNPNTLLPDPLLRDYWVYEGSLTIPPCSEGVTWILFRYPLTISQMQIEEFRRLRTHVKGAELVEGCDGILGDNFRPTQPLSDRVIRAAFQ. Result: 0 (no interaction). (2) The miRNA is hsa-miR-520d-5p with sequence CUACAAAGGGAAGCCCUUUC. The protein sequence of the target gene is MAASAFAGAVRAASGILRPLNILASSTYRNCVKNASLISALSTGRFSHIQTPVVSSTPRLTTSERNLTCGHTSVILNRMAPVLPSVLKLPVRSLTYFSARKGKRKTVKAVIDRFLRLHCGLWVRRKAGYKKKLWKKTPARKKRLREFVFCNKTQSKLLDKMTTSFWKRRNWYVDDPYQKYHDRTNLKV. Result: 1 (interaction).